Dataset: Full USPTO retrosynthesis dataset with 1.9M reactions from patents (1976-2016). Task: Predict the reactants needed to synthesize the given product. (1) Given the product [ClH:20].[ClH:20].[O:1]1[C:5]2[CH:6]=[CH:7][CH:8]=[CH:9][C:4]=2[CH:3]=[C:2]1[C:10]1[N:19]=[C:18]([NH:30][CH2:29][CH2:28][CH2:27][N:21]2[CH2:26][CH2:25][O:24][CH2:23][CH2:22]2)[C:17]2[C:12](=[CH:13][CH:14]=[CH:15][CH:16]=2)[N:11]=1, predict the reactants needed to synthesize it. The reactants are: [O:1]1[C:5]2[CH:6]=[CH:7][CH:8]=[CH:9][C:4]=2[CH:3]=[C:2]1[C:10]1[N:19]=[C:18]([Cl:20])[C:17]2[C:12](=[CH:13][CH:14]=[CH:15][CH:16]=2)[N:11]=1.[N:21]1([CH2:27][CH2:28][CH2:29][NH2:30])[CH2:26][CH2:25][O:24][CH2:23][CH2:22]1. (2) The reactants are: [NH2:1][C:2]1[NH:6][C:5]([C:7]2[CH:12]=[CH:11][C:10]([F:13])=[CH:9][CH:8]=2)=[N:4][C:3]=1[C:14]1[CH:19]=[CH:18][CH:17]=[CH:16][CH:15]=1.[CH:20](OCC)=[O:21]. Given the product [CH:20]([NH:1][C:2]1[NH:6][C:5]([C:7]2[CH:8]=[CH:9][C:10]([F:13])=[CH:11][CH:12]=2)=[N:4][C:3]=1[C:14]1[CH:19]=[CH:18][CH:17]=[CH:16][CH:15]=1)=[O:21], predict the reactants needed to synthesize it. (3) Given the product [Br:17][C:2]1[S:1][C:5]2[C:6](=[O:9])[NH:7][CH2:8][C:4]=2[CH:3]=1, predict the reactants needed to synthesize it. The reactants are: [S:1]1[C:5]2[C:6](=[O:9])[NH:7][CH2:8][C:4]=2[CH:3]=[CH:2]1.C1C(=O)N([Br:17])C(=O)C1. (4) Given the product [N:6]1[CH:11]=[CH:12][CH:13]=[C:14]2[CH2:20][CH2:21][CH2:18][CH2:17][CH:16]([OH:24])[C:15]=12, predict the reactants needed to synthesize it. The reactants are: [F-].C([N+:6]([CH2:15][CH2:16][CH2:17][CH3:18])([CH2:11][CH2:12][CH2:13][CH3:14])CCCC)CCC.O1CC[CH2:21][CH2:20]1.[OH2:24].C(NCC)C. (5) Given the product [C:27]([O:31][C:32]([N:34]1[CH2:41][C@H:40]([C:39](=[O:38])[N:4]([CH:1]2[CH2:2][CH2:3]2)[CH2:5][C:6]2[CH:11]=[C:10]([O:12][CH2:13][CH2:14][CH2:15][O:16][CH3:17])[CH:9]=[C:8]([O:18][CH3:19])[CH:7]=2)[CH2:42][C@H:36]([NH2:22])[CH2:35]1)=[O:33])([CH3:30])([CH3:29])[CH3:28], predict the reactants needed to synthesize it. The reactants are: [CH:1]1([NH:4][CH2:5][C:6]2[CH:11]=[C:10]([O:12][CH2:13][CH2:14][CH2:15][O:16][CH3:17])[CH:9]=[C:8]([O:18][CH3:19])[CH:7]=2)[CH2:3][CH2:2]1.C([N:22](CC)CC)C.[C:27]([O:31][C:32]([N:34]1[CH2:41][CH:40]2[CH2:42][CH:36](C(=O)[O:38][C:39]2=O)[CH2:35]1)=[O:33])([CH3:30])([CH3:29])[CH3:28].C1C=CC(P(N=[N+]=[N-])(C2C=CC=CC=2)=O)=CC=1.[Si](CCO)(C)(C)C.